This data is from Reaction yield outcomes from USPTO patents with 853,638 reactions. The task is: Predict the reaction yield, written as a fraction of the theoretical maximum amount of product (1.0 means a 100% yield; for example, 0.34 means a 34% yield). The reactants are C(=[N:14][C:15]1[CH:16]=[C:17]([C:21]([C:23]2[C:27]3[CH:28]=[N:29][CH:30]=[C:31]([F:32])[C:26]=3[N:25]([C:33]([CH3:44])([CH3:43])[CH2:34][O:35][Si:36]([C:39]([CH3:42])([CH3:41])[CH3:40])([CH3:38])[CH3:37])[CH:24]=2)=[O:22])[CH:18]=[N:19][CH:20]=1)(C1C=CC=CC=1)C1C=CC=CC=1. The catalyst is C1COCC1.C(O)(=O)CC(CC(O)=O)(C(O)=O)O. The product is [NH2:14][C:15]1[CH:16]=[C:17]([C:21]([C:23]2[C:27]3[CH:28]=[N:29][CH:30]=[C:31]([F:32])[C:26]=3[N:25]([C:33]([CH3:44])([CH3:43])[CH2:34][O:35][Si:36]([C:39]([CH3:42])([CH3:41])[CH3:40])([CH3:37])[CH3:38])[CH:24]=2)=[O:22])[CH:18]=[N:19][CH:20]=1. The yield is 0.690.